Dataset: Full USPTO retrosynthesis dataset with 1.9M reactions from patents (1976-2016). Task: Predict the reactants needed to synthesize the given product. (1) Given the product [CH:26]1([CH2:25][O:24][CH2:23][C:2]2[CH:20]=[CH:19][C:5]([CH2:6][N:7]3[CH:11]=[C:10]([C:12]4[C:13]([NH2:18])=[N:14][CH:15]=[CH:16][CH:17]=4)[CH:9]=[N:8]3)=[CH:4][CH:3]=2)[CH2:34][CH2:33]1, predict the reactants needed to synthesize it. The reactants are: Br[C:2]1[CH:20]=[CH:19][C:5]([CH2:6][N:7]2[CH:11]=[C:10]([C:12]3[C:13]([NH2:18])=[N:14][CH:15]=[CH:16][CH:17]=3)[CH:9]=[N:8]2)=[CH:4][CH:3]=1.O1[CH2:26][CH2:25][O:24][CH2:23]C1.C(=O)([O-])[O-].[Cs+].[Cs+].[C:33]1(P(C2C=CC=CC=2)C2C=CC3C(=CC=CC=3)C=2C2C3C(=CC=CC=3)C=CC=2P(C2C=CC=CC=2)C2C=CC=CC=2)C=CC=C[CH:34]=1. (2) Given the product [C:30]([C:29]1[C:15]2[CH2:16][C:17]([CH2:19][CH2:20][CH2:21][CH2:22][CH3:23])([CH2:24][CH2:25][CH2:26][CH2:27][CH3:28])[O:18][C:14]=2[CH:13]=[C:12]([C:34]([CH3:35])([CH3:37])[CH3:36])[C:11]=1[OH:10])([CH3:31])([CH3:33])[CH3:32], predict the reactants needed to synthesize it. The reactants are: [H-].[Al+3].[Li+].[H-].[H-].[H-].C([O:10][C:11]1[C:12]([C:34]([CH3:37])([CH3:36])[CH3:35])=[CH:13][C:14]2[O:18][C:17]([CH2:24][CH2:25][CH2:26][CH2:27][CH3:28])([CH2:19][CH2:20][CH2:21][CH2:22][CH3:23])[CH2:16][C:15]=2[C:29]=1[C:30]([CH3:33])([CH3:32])[CH3:31])(=O)C.[Cl-].[NH4+].Cl.